Dataset: Reaction yield outcomes from USPTO patents with 853,638 reactions. Task: Predict the reaction yield, written as a fraction of the theoretical maximum amount of product (1.0 means a 100% yield; for example, 0.34 means a 34% yield). (1) The reactants are [C:1]([C:5]1[O:9][N:8]=[C:7]([NH:10][C:11](=[O:28])[CH2:12][C:13]2[CH:18]=[CH:17][C:16](B3OC(C)(C)C(C)(C)O3)=[CH:15][CH:14]=2)[CH:6]=1)([CH3:4])([CH3:3])[CH3:2].Br[C:30]1[CH:31]=[C:32]([F:37])[C:33]([NH2:36])=[N:34][CH:35]=1.BrC1C=C(C)C(N)=NC=1. No catalyst specified. The product is [NH2:36][C:33]1[N:34]=[CH:35][C:30]([C:16]2[CH:15]=[CH:14][C:13]([CH2:12][C:11]([NH:10][C:7]3[CH:6]=[C:5]([C:1]4([CH3:2])[CH2:3][CH2:4]4)[O:9][N:8]=3)=[O:28])=[CH:18][CH:17]=2)=[CH:31][C:32]=1[F:37]. The yield is 0.450. (2) The reactants are [CH2:1]([O:8][C:9]1[C:10]([CH3:27])=[C:11]([CH:15](OC)[C:16]2[C:24]3[C:19](=[N:20][CH:21]=[CH:22][CH:23]=3)[NH:18][CH:17]=2)[CH:12]=[CH:13][CH:14]=1)[C:2]1[CH:7]=[CH:6][CH:5]=[CH:4][CH:3]=1.FC(F)(F)C(O)=O.C([SiH](CC)CC)C. The catalyst is C(#N)C. The product is [CH2:1]([O:8][C:9]1[C:10]([CH3:27])=[C:11]([CH:12]=[CH:13][CH:14]=1)[CH2:15][C:16]1[C:24]2[C:19](=[N:20][CH:21]=[CH:22][CH:23]=2)[NH:18][CH:17]=1)[C:2]1[CH:3]=[CH:4][CH:5]=[CH:6][CH:7]=1. The yield is 0.750.